The task is: Predict the product of the given reaction.. This data is from Forward reaction prediction with 1.9M reactions from USPTO patents (1976-2016). (1) Given the reactants [CH2:1]([O:8][C:9]1[C:10]([C:24]([O:26][CH3:27])=[O:25])=[CH:11][C:12](Br)=[C:13]([C:15]2[CH:20]=[CH:19][C:18]([F:21])=[CH:17][C:16]=2[F:22])[CH:14]=1)[C:2]1[CH:7]=[CH:6][CH:5]=[CH:4][CH:3]=1.[CH:28]1(B(O)O)[CH2:30][CH2:29]1.C(=O)([O-])[O-].[Na+].[Na+].C1(P(C2CCCCC2)C2C=CC=CC=2C2C(OC)=CC=CC=2OC)CCCCC1, predict the reaction product. The product is: [CH2:1]([O:8][C:9]1[C:10]([C:24]([O:26][CH3:27])=[O:25])=[CH:11][C:12]([CH:28]2[CH2:30][CH2:29]2)=[C:13]([C:15]2[CH:20]=[CH:19][C:18]([F:21])=[CH:17][C:16]=2[F:22])[CH:14]=1)[C:2]1[CH:7]=[CH:6][CH:5]=[CH:4][CH:3]=1. (2) Given the reactants [CH3:1][C:2]1[C:7]([OH:8])=[CH:6][CH:5]=[CH:4][C:3]=1[C:9]([NH:11][C@H:12]([C@H:21]([OH:40])[CH2:22][N:23]1[C@H:32]([C:33]([NH:35][C:36]([CH3:39])([CH3:38])[CH3:37])=[O:34])[CH2:31][C@H:30]2[C@H:25]([CH2:26][CH2:27][CH2:28][CH2:29]2)[CH2:24]1)[CH2:13][S:14][C:15]1[CH:16]=[CH:17][CH:18]=[CH:19][CH:20]=1)=[O:10].[CH3:41][S:42]([OH:45])(=[O:44])=[O:43].C(C(C)=O)C(C)C, predict the reaction product. The product is: [CH3:1][C:2]1[C:7]([OH:8])=[CH:6][CH:5]=[CH:4][C:3]=1[C:9]([NH:11][C@H:12]([C@H:21]([OH:40])[CH2:22][N:23]1[C@H:32]([C:33]([NH:35][C:36]([CH3:38])([CH3:37])[CH3:39])=[O:34])[CH2:31][C@H:30]2[C@H:25]([CH2:26][CH2:27][CH2:28][CH2:29]2)[CH2:24]1)[CH2:13][S:14][C:15]1[CH:20]=[CH:19][CH:18]=[CH:17][CH:16]=1)=[O:10].[CH3:41][S:42]([OH:45])(=[O:44])=[O:43]. (3) Given the reactants [CH3:1][S:2]([OH:5])(=[O:4])=[O:3].C(OC(C)C)(=O)C.[F:13][C:14]1([F:65])[CH2:19][CH2:18][CH:17]([C:20]2[C:29]3[C@@H:28](O)[CH2:27][C:26]([CH3:32])([CH3:31])[CH2:25][C:24]=3[N:23]=[C:22]([CH:33]3[CH2:38][CH2:37][N:36]([C:39]4[N:44]=[CH:43][C:42]([O:45][CH2:46][CH2:47][CH2:48][S:49]([CH3:52])(=[O:51])=[O:50])=[CH:41][N:40]=4)[CH2:35][CH2:34]3)[C:21]=2[C@@H:53]([F:64])[C:54]2[CH:59]=[CH:58][C:57]([C:60]([F:63])([F:62])[F:61])=[CH:56][CH:55]=2)[CH2:16][CH2:15]1, predict the reaction product. The product is: [CH3:1][S:2]([O:5][C@H:28]1[CH2:27][C:26]([CH3:31])([CH3:32])[CH2:25][C:24]2[N:23]=[C:22]([CH:33]3[CH2:34][CH2:35][N:36]([C:39]4[N:40]=[CH:41][C:42]([O:45][CH2:46][CH2:47][CH2:48][S:49]([CH3:52])(=[O:50])=[O:51])=[CH:43][N:44]=4)[CH2:37][CH2:38]3)[C:21]([C@@H:53]([F:64])[C:54]3[CH:55]=[CH:56][C:57]([C:60]([F:62])([F:61])[F:63])=[CH:58][CH:59]=3)=[C:20]([CH:17]3[CH2:18][CH2:19][C:14]([F:65])([F:13])[CH2:15][CH2:16]3)[C:29]1=2)(=[O:4])=[O:3].